Task: Predict the reaction yield, written as a fraction of the theoretical maximum amount of product (1.0 means a 100% yield; for example, 0.34 means a 34% yield).. Dataset: Reaction yield outcomes from USPTO patents with 853,638 reactions (1) The reactants are CC1C=CC(C)=CC=1.[CH3:9][O:10][CH2:11][O:12][C:13]1[CH:14]=[C:15]([CH:19]=[C:20]([O:22][CH2:23][O:24][CH3:25])[CH:21]=1)[C:16](Cl)=O.[C:26]([O:29][C:30]1[CH:37]=[CH:36][C:33]([CH:34]=C)=[CH:32][CH:31]=1)(=[O:28])[CH3:27]. The catalyst is [Pd].[Cl-].C(C1C=CC=C(C(C)C)C=1[NH+]1CCN(C2C(C(C)C)=CC=CC=2C(C)C)C1)(C)C.CCOC(C)=O. The product is [C:26]([O:29][C:30]1[CH:37]=[CH:36][C:33]([CH:34]=[CH:16][C:15]2[CH:14]=[C:13]([O:12][CH2:11][O:10][CH3:9])[CH:21]=[C:20]([O:22][CH2:23][O:24][CH3:25])[CH:19]=2)=[CH:32][CH:31]=1)(=[O:28])[CH3:27]. The yield is 0.590. (2) The reactants are Cl.[F:2][C:3]1[C:4]([C:16]([F:19])([F:18])[F:17])=[C:5]([CH:10]2[CH2:15][CH2:14][NH:13][CH2:12][CH2:11]2)[CH:6]=[C:7]([F:9])[CH:8]=1.[C:20]([O:24][C:25](C1NCC2NN=C(C(O)=O)C=2C1)=[O:26])([CH3:23])([CH3:22])[CH3:21].C([N:42]([CH:45](C)C)CC)(C)C.CN(C(ON1[N:64]=[N:63][C:58]2[CH:59]=[CH:60][CH:61]=[CH:62][C:57]1=2)=[N+](C)C)C.F[P-](F)(F)(F)(F)F.CN(C=[O:76])C. The catalyst is O. The product is [F:2][C:3]1[C:4]([C:16]([F:19])([F:18])[F:17])=[C:5]([CH:10]2[CH2:11][CH2:12][N:13]([C:61]([C:60]3[C:59]4[CH2:45][N:42]([C:25]([O:24][C:20]([CH3:21])([CH3:22])[CH3:23])=[O:26])[CH2:62][CH2:57][C:58]=4[NH:63][N:64]=3)=[O:76])[CH2:14][CH2:15]2)[CH:6]=[C:7]([F:9])[CH:8]=1. The yield is 0.230. (3) The reactants are C(NC(C)C)(C)C.[Li]CCCC.[Br:13][C:14]1[CH:19]=[CH:18][C:17]([F:20])=[CH:16][CH:15]=1.[F:21][CH:22]([F:28])[C:23](OCC)=[O:24]. The catalyst is O1CCCC1. The product is [Br:13][C:14]1[CH:19]=[CH:18][C:17]([F:20])=[C:16]([C:23](=[O:24])[CH:22]([F:28])[F:21])[CH:15]=1. The yield is 0.916. (4) The reactants are [Cl:1][C:2]1[C:3]([O:30][CH2:31][CH3:32])=[CH:4][C:5]2[O:10][CH:9]([C:11]([N:13]3[CH2:18][CH2:17][C:16]([CH2:21][C:22]4[CH:27]=[CH:26][C:25]([F:28])=[CH:24][CH:23]=4)([C:19]#[N:20])[CH2:15][CH2:14]3)=[O:12])[CH2:8][NH:7][C:6]=2[CH:29]=1.C([O-])([O-])=O.[K+].[K+].Br[CH2:40][C:41]([O:43][CH3:44])=[O:42]. The catalyst is CN(C=O)C.O. The product is [CH3:44][O:43][C:41](=[O:42])[CH2:40][N:7]1[C:6]2[CH:29]=[C:2]([Cl:1])[C:3]([O:30][CH2:31][CH3:32])=[CH:4][C:5]=2[O:10][CH:9]([C:11]([N:13]2[CH2:14][CH2:15][C:16]([C:19]#[N:20])([CH2:21][C:22]3[CH:23]=[CH:24][C:25]([F:28])=[CH:26][CH:27]=3)[CH2:17][CH2:18]2)=[O:12])[CH2:8]1. The yield is 0.782.